This data is from Full USPTO retrosynthesis dataset with 1.9M reactions from patents (1976-2016). The task is: Predict the reactants needed to synthesize the given product. (1) Given the product [NH:11]1[C:15]2[CH:16]=[CH:17][CH:18]=[CH:19][C:14]=2[N:13]=[C:12]1[C@H:8]([NH:9][C:10]([NH:32][C@@H:30]([C:27]1[CH:28]=[CH:29][C:24]([F:23])=[CH:25][CH:26]=1)[CH3:31])=[O:20])[CH2:7][C:6]1[CH:21]=[CH:22][C:3]([O:2][CH3:1])=[CH:4][CH:5]=1, predict the reactants needed to synthesize it. The reactants are: [CH3:1][O:2][C:3]1[CH:22]=[CH:21][C:6]([CH2:7][C@@H:8]2[C:12]3=[N:13][C:14]4[CH:19]=[CH:18][CH:17]=[CH:16][C:15]=4[N:11]3[C:10](=[O:20])[NH:9]2)=[CH:5][CH:4]=1.[F:23][C:24]1[CH:29]=[CH:28][C:27]([C@H:30]([NH2:32])[CH3:31])=[CH:26][CH:25]=1.C(O)(C(F)(F)F)=O. (2) Given the product [Si:1]([O:8][C@H:9]([C:28]1[CH:33]=[CH:32][C:31]([OH:34])=[C:30]([CH2:35][OH:36])[CH:29]=1)[CH2:10][NH:11][C@H:12]([CH3:27])[CH2:13][C:14]1[CH:15]=[C:16]2[C:20](=[CH:21][CH:22]=1)[NH:19][C:18]([C:23]([OH:25])=[O:24])=[CH:17]2)([C:4]([CH3:7])([CH3:5])[CH3:6])([CH3:3])[CH3:2], predict the reactants needed to synthesize it. The reactants are: [Si:1]([O:8][C@H:9]([C:28]1[CH:33]=[CH:32][C:31]([OH:34])=[C:30]([CH2:35][OH:36])[CH:29]=1)[CH2:10][NH:11][C@H:12]([CH3:27])[CH2:13][C:14]1[CH:15]=[C:16]2[C:20](=[CH:21][CH:22]=1)[NH:19][C:18]([C:23]([O:25]C)=[O:24])=[CH:17]2)([C:4]([CH3:7])([CH3:6])[CH3:5])([CH3:3])[CH3:2].[OH-].[Na+]. (3) Given the product [Cl:1][C:2]1[CH:7]=[C:6]([Cl:8])[CH:5]=[CH:4][C:3]=1[C:9]1[N:14]=[C:13]([C:15]([OH:17])=[O:16])[CH:12]=[CH:11][C:10]=1[C:19]1[CH:24]=[CH:23][C:22]([Cl:25])=[CH:21][CH:20]=1, predict the reactants needed to synthesize it. The reactants are: [Cl:1][C:2]1[CH:7]=[C:6]([Cl:8])[CH:5]=[CH:4][C:3]=1[C:9]1[N:14]=[C:13]([C:15]([O:17]C)=[O:16])[CH:12]=[CH:11][C:10]=1[C:19]1[CH:24]=[CH:23][C:22]([Cl:25])=[CH:21][CH:20]=1.[OH-].[Na+]. (4) Given the product [CH3:40][C:5]1[O:4][N:3]=[C:2]([CH3:1])[C:6]=1[C:7]1[CH:19]=[C:18]([C:20]([NH2:22])=[O:21])[C:17]2[C:16]3[C:11](=[CH:12][C:13]([C:23]([O:26][CH3:41])([CH3:25])[CH3:24])=[CH:14][CH:15]=3)[N:10]([C@@H:27]([CH:28]3[CH2:33][CH2:32][O:31][CH2:30][CH2:29]3)[C:34]3[CH:39]=[CH:38][CH:37]=[CH:36][CH:35]=3)[C:9]=2[CH:8]=1, predict the reactants needed to synthesize it. The reactants are: [CH3:1][C:2]1[C:6]([C:7]2[CH:19]=[C:18]([C:20]([NH2:22])=[O:21])[C:17]3[C:16]4[C:11](=[CH:12][C:13]([C:23]([OH:26])([CH3:25])[CH3:24])=[CH:14][CH:15]=4)[N:10]([C@H:27]([C:34]4[CH:39]=[CH:38][CH:37]=[CH:36][CH:35]=4)[CH:28]4[CH2:33][CH2:32][O:31][CH2:30][CH2:29]4)[C:9]=3[CH:8]=2)=[C:5]([CH3:40])[O:4][N:3]=1.[C:41](O)(C(F)(F)F)=O. (5) Given the product [CH2:14]([N:21]1[CH2:22][CH2:23][N:24]([CH2:27][CH2:28][NH:29][C:11]([C:9]2[NH:8][C:5]3=[CH:6][N:7]=[C:2]([Cl:1])[CH:3]=[C:4]3[CH:10]=2)=[O:13])[CH2:25][CH2:26]1)[C:15]1[CH:16]=[CH:17][CH:18]=[CH:19][CH:20]=1, predict the reactants needed to synthesize it. The reactants are: [Cl:1][C:2]1[CH:3]=[C:4]2[CH:10]=[C:9]([C:11]([OH:13])=O)[NH:8][C:5]2=[CH:6][N:7]=1.[CH2:14]([N:21]1[CH2:26][CH2:25][N:24]([CH2:27][CH2:28][NH2:29])[CH2:23][CH2:22]1)[C:15]1[CH:20]=[CH:19][CH:18]=[CH:17][CH:16]=1. (6) Given the product [F:13][C:14]1[CH:36]=[C:35]([N+:37]([O-:39])=[O:38])[CH:34]=[CH:33][C:15]=1[O:16][C:17]1[CH:22]=[CH:21][N:20]=[C:19]2[CH:23]=[C:24]([C:26]3[CH:27]=[C:28]([CH:29]=[CH:30][CH:31]=3)[O:32][CH2:47][CH2:46][N:43]3[CH2:44][CH2:45][O:40][CH2:41][CH2:42]3)[S:25][C:18]=12, predict the reactants needed to synthesize it. The reactants are: CCOC(/N=N/C(OCC)=O)=O.[F:13][C:14]1[CH:36]=[C:35]([N+:37]([O-:39])=[O:38])[CH:34]=[CH:33][C:15]=1[O:16][C:17]1[CH:22]=[CH:21][N:20]=[C:19]2[CH:23]=[C:24]([C:26]3[CH:27]=[C:28]([OH:32])[CH:29]=[CH:30][CH:31]=3)[S:25][C:18]=12.[O:40]1[CH2:45][CH2:44][N:43]([CH2:46][CH2:47]O)[CH2:42][CH2:41]1.C1(P(C2C=CC=CC=2)C2C=CC=CC=2)C=CC=CC=1. (7) Given the product [OH:10][CH2:9][C:8]1[CH:7]=[CH:6][C:5]([NH:13][C:14]([CH:16]2[CH2:21][CH:20]([O:22][CH2:23][CH2:24][CH2:25][CH2:26][CH2:27][CH2:28][CH2:29][CH2:30][CH2:31][CH2:32][CH2:33][CH2:34][CH2:35][CH2:36][CH2:37][CH2:38][CH2:39][CH3:40])[CH:19]([O:41][CH2:42][CH2:43][CH2:44][CH2:45][CH2:46][CH2:47][CH2:48][CH2:49][CH2:50][CH2:51][CH2:52][CH2:53][CH2:54][CH2:55][CH2:56][CH2:57][CH2:58][CH3:59])[CH:18]([O:60][CH2:61][CH2:62][CH2:63][CH2:64][CH2:65][CH2:66][CH2:67][CH2:68][CH2:69][CH2:70][CH2:71][CH2:72][CH2:73][CH2:74][CH2:75][CH2:76][CH2:77][CH3:78])[CH2:17]2)=[O:15])=[CH:4][C:3]=1[O:2][CH3:1], predict the reactants needed to synthesize it. The reactants are: [CH3:1][O:2][C:3]1[CH:4]=[C:5]([NH:13][C:14]([CH:16]2[CH2:21][CH:20]([O:22][CH2:23][CH2:24][CH2:25][CH2:26][CH2:27][CH2:28][CH2:29][CH2:30][CH2:31][CH2:32][CH2:33][CH2:34][CH2:35][CH2:36][CH2:37][CH2:38][CH2:39][CH3:40])[CH:19]([O:41][CH2:42][CH2:43][CH2:44][CH2:45][CH2:46][CH2:47][CH2:48][CH2:49][CH2:50][CH2:51][CH2:52][CH2:53][CH2:54][CH2:55][CH2:56][CH2:57][CH2:58][CH3:59])[CH:18]([O:60][CH2:61][CH2:62][CH2:63][CH2:64][CH2:65][CH2:66][CH2:67][CH2:68][CH2:69][CH2:70][CH2:71][CH2:72][CH2:73][CH2:74][CH2:75][CH2:76][CH2:77][CH3:78])[CH2:17]2)=[O:15])[CH:6]=[CH:7][C:8]=1[C:9](OC)=[O:10].CC(C[AlH]CC(C)C)C.C1(C)C=CC=CC=1.Cl. (8) Given the product [Cl:1][C:2]1[CH:3]=[C:4]([N:10]2[C:14]([CH3:15])=[C:13]([O:16][C:17]3[CH:18]=[CH:19][C:20]([C:21]([N:38]([CH2:39][CH2:40][OH:41])[CH3:32])=[O:23])=[CH:24][CH:25]=3)[C:12]([CH3:26])=[N:11]2)[CH:5]=[CH:6][C:7]=1[C:8]#[N:9], predict the reactants needed to synthesize it. The reactants are: [Cl:1][C:2]1[CH:3]=[C:4]([N:10]2[C:14]([CH3:15])=[C:13]([O:16][C:17]3[CH:25]=[CH:24][C:20]([C:21]([OH:23])=O)=[CH:19][CH:18]=3)[C:12]([CH3:26])=[N:11]2)[CH:5]=[CH:6][C:7]=1[C:8]#[N:9].[Cl-].COC1N=C(OC)N=[C:32]([N+:38]2(C)CC[O:41][CH2:40][CH2:39]2)N=1.CNCCO. (9) Given the product [S:19]([C:22]1[CH:28]=[CH:27][C:25]([CH3:26])=[CH:24][CH:23]=1)([O:7][CH2:6][CH2:5][O:4][C:3]1[CH:8]=[CH:9][CH:10]=[CH:11][C:2]=1[Br:1])(=[O:21])=[O:20], predict the reactants needed to synthesize it. The reactants are: [Br:1][C:2]1[CH:11]=[CH:10][CH:9]=[CH:8][C:3]=1[O:4][CH2:5][CH2:6][OH:7].C(N(CC)CC)C.[S:19](Cl)([C:22]1[CH:28]=[CH:27][C:25]([CH3:26])=[CH:24][CH:23]=1)(=[O:21])=[O:20].O. (10) Given the product [CH2:1]([O:3][C:4]([C:6]1[CH:10]=[C:9]([C:15]2[CH:16]=[CH:17][N:12]=[CH:13][CH:14]=2)[S:8][CH:7]=1)=[O:5])[CH3:2], predict the reactants needed to synthesize it. The reactants are: [CH2:1]([O:3][C:4]([C:6]1[CH:10]=[C:9](Br)[S:8][CH:7]=1)=[O:5])[CH3:2].[N:12]1[CH:17]=[CH:16][C:15](B(O)O)=[CH:14][CH:13]=1.C(=O)([O-])[O-].[Cs+].[Cs+].CCOCC.